The task is: Binary Classification. Given a drug SMILES string, predict its activity (active/inactive) in a high-throughput screening assay against a specified biological target.. This data is from HIV replication inhibition screening data with 41,000+ compounds from the AIDS Antiviral Screen. (1) The drug is N=C(CSSCC(=N)NCCCCCSC12CC3CC(CC(C3)C1)C2)NCCCCCSC12CC3CC(CC(C3)C1)C2.O=S(=O)(O)O. The result is 0 (inactive). (2) The molecule is COc1cc(C(=O)NO)ccc1O. The result is 0 (inactive). (3) The compound is CCOC(=O)Nc1ccc2c(c1)c(CCCCCCc1nc3ccccc3c3ccc(NC(=O)OCC)cc13)nc1ccccc12. The result is 0 (inactive). (4) The compound is CC(=O)OCC1OC(N2C(c3ccccc3)=CC(c3cccs3)C(C#N)=C2S)C(OC(C)=O)C(OC(C)=O)C1OC(C)=O. The result is 1 (active). (5) The compound is CC1(C)OC2C3CC(C2O1)C1C3C2(Cl)CC1(Cl)C(Cl)=C2Cl. The result is 0 (inactive). (6) The molecule is CC1(C)COC2(C)N(c3ccccc3)C(=O)ON12. The result is 0 (inactive).